From a dataset of Peptide-MHC class I binding affinity with 185,985 pairs from IEDB/IMGT. Regression. Given a peptide amino acid sequence and an MHC pseudo amino acid sequence, predict their binding affinity value. This is MHC class I binding data. (1) The MHC is HLA-A02:03 with pseudo-sequence HLA-A02:03. The peptide sequence is TLISLNSMYT. The binding affinity (normalized) is 0.680. (2) The peptide sequence is LSEEIGLDL. The MHC is HLA-A31:01 with pseudo-sequence HLA-A31:01. The binding affinity (normalized) is 0.0847. (3) The peptide sequence is LGTWQMDCTHL. The MHC is Mamu-A02 with pseudo-sequence Mamu-A02. The binding affinity (normalized) is 0.528.